This data is from Peptide-MHC class I binding affinity with 185,985 pairs from IEDB/IMGT. The task is: Regression. Given a peptide amino acid sequence and an MHC pseudo amino acid sequence, predict their binding affinity value. This is MHC class I binding data. (1) The MHC is HLA-A03:01 with pseudo-sequence HLA-A03:01. The peptide sequence is IPAHPLRML. The binding affinity (normalized) is 0.0847. (2) The peptide sequence is RVYINVVVK. The MHC is HLA-B08:02 with pseudo-sequence HLA-B08:02. The binding affinity (normalized) is 0.0847. (3) The peptide sequence is VDSQYVMGII. The MHC is Mamu-B01 with pseudo-sequence Mamu-B01. The binding affinity (normalized) is 0.0343. (4) The peptide sequence is RYLALYNKY. The MHC is HLA-A29:02 with pseudo-sequence HLA-A29:02. The binding affinity (normalized) is 0.371. (5) The peptide sequence is KLTQGRQTY. The MHC is HLA-A26:01 with pseudo-sequence HLA-A26:01. The binding affinity (normalized) is 0.0847.